Dataset: NCI-60 drug combinations with 297,098 pairs across 59 cell lines. Task: Regression. Given two drug SMILES strings and cell line genomic features, predict the synergy score measuring deviation from expected non-interaction effect. (1) Drug 1: C1CC(=O)NC(=O)C1N2CC3=C(C2=O)C=CC=C3N. Drug 2: C1=CC(=CC=C1CCCC(=O)O)N(CCCl)CCCl. Cell line: SF-268. Synergy scores: CSS=44.4, Synergy_ZIP=-1.04, Synergy_Bliss=4.98, Synergy_Loewe=4.63, Synergy_HSA=7.25. (2) Drug 1: CC12CCC3C(C1CCC2O)C(CC4=C3C=CC(=C4)O)CCCCCCCCCS(=O)CCCC(C(F)(F)F)(F)F. Drug 2: COC1=NC(=NC2=C1N=CN2C3C(C(C(O3)CO)O)O)N. Cell line: UO-31. Synergy scores: CSS=1.23, Synergy_ZIP=0.257, Synergy_Bliss=0.503, Synergy_Loewe=-0.687, Synergy_HSA=-1.20. (3) Drug 1: C1=NC2=C(N=C(N=C2N1C3C(C(C(O3)CO)O)O)F)N. Drug 2: B(C(CC(C)C)NC(=O)C(CC1=CC=CC=C1)NC(=O)C2=NC=CN=C2)(O)O. Cell line: SF-539. Synergy scores: CSS=22.1, Synergy_ZIP=-5.02, Synergy_Bliss=-10.2, Synergy_Loewe=-59.0, Synergy_HSA=-11.3. (4) Drug 1: C1=CC(=C2C(=C1NCCNCCO)C(=O)C3=C(C=CC(=C3C2=O)O)O)NCCNCCO. Drug 2: CC1C(C(=O)NC(C(=O)N2CCCC2C(=O)N(CC(=O)N(C(C(=O)O1)C(C)C)C)C)C(C)C)NC(=O)C3=C4C(=C(C=C3)C)OC5=C(C(=O)C(=C(C5=N4)C(=O)NC6C(OC(=O)C(N(C(=O)CN(C(=O)C7CCCN7C(=O)C(NC6=O)C(C)C)C)C)C(C)C)C)N)C. Cell line: EKVX. Synergy scores: CSS=9.83, Synergy_ZIP=-3.02, Synergy_Bliss=-0.805, Synergy_Loewe=-0.522, Synergy_HSA=-1.23.